Dataset: Forward reaction prediction with 1.9M reactions from USPTO patents (1976-2016). Task: Predict the product of the given reaction. Given the reactants [CH3:1][N:2]1[CH2:7][CH2:6][CH:5]([CH2:8][O:9][C:10]2[CH:11]=[N:12][C:13]([C:16]3[CH:17]=[C:18]([CH:35]=[CH:36][CH:37]=3)[CH2:19][N:20]3[C:25](=[O:26])[CH:24]=[CH:23][C:22]([C:27]4[CH:28]=[C:29]([CH:32]=[CH:33][CH:34]=4)[C:30]#[N:31])=[N:21]3)=[N:14][CH:15]=2)[CH2:4][CH2:3]1.[C:38](O)([CH3:41])([CH3:40])[CH3:39].C(O)=[O:44], predict the reaction product. The product is: [C:38]([NH:31][C:30](=[O:44])[C:29]1[CH:32]=[CH:33][CH:34]=[C:27]([C:22]2[CH:23]=[CH:24][C:25](=[O:26])[N:20]([CH2:19][C:18]3[CH:35]=[CH:36][CH:37]=[C:16]([C:13]4[N:14]=[CH:15][C:10]([O:9][CH2:8][CH:5]5[CH2:4][CH2:3][N:2]([CH3:1])[CH2:7][CH2:6]5)=[CH:11][N:12]=4)[CH:17]=3)[N:21]=2)[CH:28]=1)([CH3:41])([CH3:40])[CH3:39].